From a dataset of Full USPTO retrosynthesis dataset with 1.9M reactions from patents (1976-2016). Predict the reactants needed to synthesize the given product. (1) Given the product [N:1]1[CH:6]=[CH:5][CH:4]=[CH:3][C:2]=1[CH:7]1[CH2:16][CH2:15][C:14]2[C:9](=[CH:10][CH:11]=[CH:12][CH:13]=2)[NH:8]1, predict the reactants needed to synthesize it. The reactants are: [N:1]1[CH:6]=[CH:5][CH:4]=[CH:3][C:2]=1[C:7]1[CH:16]=[CH:15][C:14]2[C:9](=[CH:10][CH:11]=[CH:12][CH:13]=2)[N:8]=1.C(C1CC(C(OCC)=O)=C(C)NC=1C)(OCC)=O.C1(C2C=CC3C(=CC=CC=3)N=2)C=CC=CC=1. (2) Given the product [F:27][CH:25]([F:26])[C:24]([C:22]1[CH:21]=[CH:20][N:19]=[C:18]([O:17][C@@H:12]2[CH2:13][CH2:14][C@@H:15]([CH3:16])[N:10]([C:8]([C:7]3[CH:38]=[CH:39][CH:40]=[CH:41][C:6]=3[N:2]3[N:3]=[CH:4][CH:5]=[N:1]3)=[O:9])[CH2:11]2)[CH:23]=1)([OH:37])[CH3:36], predict the reactants needed to synthesize it. The reactants are: [N:1]1[N:2]([C:6]2[CH:41]=[CH:40][CH:39]=[CH:38][C:7]=2[C:8]([N:10]2[C@H:15]([CH3:16])[CH2:14][CH2:13][C@@H:12]([O:17][C:18]3[CH:23]=[C:22]([C:24]([OH:37])([CH3:36])[C:25](P(=O)(OCC)OCC)([F:27])[F:26])[CH:21]=[CH:20][N:19]=3)[CH2:11]2)=[O:9])[N:3]=[CH:4][CH:5]=1.C[O-].[Na+].CO. (3) The reactants are: [Cl:1][C:2]1[C:3]([CH3:24])=[C:4]([N:10]2[CH2:14][CH:13]3[C@@H:15](CS([O-])(=O)=O)[CH2:16][CH2:17][N:12]3[C:11]2=[O:23])[CH:5]=[CH:6][C:7]=1[C:8]#[N:9].[N-:25]=[N+:26]=[N-:27].[Na+]. Given the product [Cl:1][C:2]1[C:3]([CH3:24])=[C:4]([N:10]2[CH2:14][C@@H:13]3[C@H:15]([N:25]=[N+:26]=[N-:27])[CH2:16][CH2:17][N:12]3[C:11]2=[O:23])[CH:5]=[CH:6][C:7]=1[C:8]#[N:9], predict the reactants needed to synthesize it. (4) Given the product [N:1]1[N:5]2[CH:6]=[CH:7][CH:8]=[CH:9][C:4]2=[C:3]([CH:10]=[O:11])[CH:2]=1, predict the reactants needed to synthesize it. The reactants are: [N:1]1[N:5]2[CH:6]=[CH:7][CH:8]=[CH:9][C:4]2=[C:3]([CH2:10][OH:11])[CH:2]=1.CC(OI1(OC(C)=O)(OC(C)=O)OC(=O)C2C=CC=CC1=2)=O.